Dataset: Reaction yield outcomes from USPTO patents with 853,638 reactions. Task: Predict the reaction yield, written as a fraction of the theoretical maximum amount of product (1.0 means a 100% yield; for example, 0.34 means a 34% yield). (1) The reactants are [C:1]([NH:9][C@H:10]1[CH2:14][N:13]([C:15](=[O:25])[CH2:16][NH:17][C:18]([O:20][C:21]([CH3:24])([CH3:23])[CH3:22])=[O:19])[C@H:12]([C:26]([O:28]C)=[O:27])[CH2:11]1)(=[O:8])[C:2]1[CH:7]=[CH:6][CH:5]=[CH:4][CH:3]=1.[OH-].[Na+].Cl. The catalyst is CO. The product is [C:1]([NH:9][C@H:10]1[CH2:14][N:13]([C:15](=[O:25])[CH2:16][NH:17][C:18]([O:20][C:21]([CH3:24])([CH3:22])[CH3:23])=[O:19])[C@H:12]([C:26]([OH:28])=[O:27])[CH2:11]1)(=[O:8])[C:2]1[CH:3]=[CH:4][CH:5]=[CH:6][CH:7]=1. The yield is 0.850. (2) The reactants are [CH2:1]([Mg]Cl)[CH3:2].[CH:5]([C:7]1[C:15]2[O:14][CH2:13][CH:12]([C:16]3[CH:21]=[CH:20][C:19]([CH:22]([CH3:24])[CH3:23])=[CH:18][CH:17]=3)[C:11]=2[C:10]([CH3:25])=[C:9]([NH:26][C:27](=[O:33])[CH2:28][C:29]([CH3:32])([CH3:31])[CH3:30])[C:8]=1[CH3:34])=[O:6]. The catalyst is O. The product is [OH:6][CH:5]([C:7]1[C:15]2[O:14][CH2:13][CH:12]([C:16]3[CH:21]=[CH:20][C:19]([CH:22]([CH3:24])[CH3:23])=[CH:18][CH:17]=3)[C:11]=2[C:10]([CH3:25])=[C:9]([NH:26][C:27](=[O:33])[CH2:28][C:29]([CH3:32])([CH3:31])[CH3:30])[C:8]=1[CH3:34])[CH2:1][CH3:2]. The yield is 0.350. (3) The reactants are [Li+].CC([N-]C(C)C)C.[CH2:9]([O:16][C:17]1[CH:18]=[C:19]([F:24])[C:20]([CH3:23])=[N:21][CH:22]=1)[C:10]1[CH:15]=[CH:14][CH:13]=[CH:12][CH:11]=1.CN(CCN(C)C)C.[C:33](=O)([O:36]C)[O:34][CH3:35]. The catalyst is C1COCC1.O. The product is [CH2:9]([O:16][C:17]1[CH:18]=[C:19]([F:24])[C:20]([CH2:23][C:33]([O:34][CH3:35])=[O:36])=[N:21][CH:22]=1)[C:10]1[CH:11]=[CH:12][CH:13]=[CH:14][CH:15]=1. The yield is 0.590. (4) The reactants are C([O:5][C:6](=[O:40])[CH2:7][O:8][C:9]1[C:14]2[CH2:15][CH2:16][CH2:17][CH2:18][CH:19]([N:20]([S:22]([C:25]3[CH:30]=[CH:29][C:28]([C:31]4[CH:36]=[CH:35][CH:34]=[C:33]([CH:37]([CH3:39])[CH3:38])[CH:32]=4)=[CH:27][CH:26]=3)(=[O:24])=[O:23])[CH3:21])[C:13]=2[CH:12]=[CH:11][CH:10]=1)(C)(C)C.[OH-].[Na+]. No catalyst specified. The product is [CH:37]([C:33]1[CH:32]=[C:31]([C:28]2[CH:27]=[CH:26][C:25]([S:22]([N:20]([CH3:21])[CH:19]3[C:13]4[CH:12]=[CH:11][CH:10]=[C:9]([O:8][CH2:7][C:6]([OH:40])=[O:5])[C:14]=4[CH2:15][CH2:16][CH2:17][CH2:18]3)(=[O:24])=[O:23])=[CH:30][CH:29]=2)[CH:36]=[CH:35][CH:34]=1)([CH3:39])[CH3:38]. The yield is 0.620.